From a dataset of Forward reaction prediction with 1.9M reactions from USPTO patents (1976-2016). Predict the product of the given reaction. (1) Given the reactants C(=O)([O-])[O-].[K+].[K+].I[C:8]1[CH:9]=[C:10]2[C:15](=[CH:16][C:17]=1[CH3:18])[N:14]=[CH:13][CH:12]=[N:11]2.[CH3:19][S:20]([C:23]1[CH:28]=[CH:27][CH:26]=[CH:25][C:24]=1B(O)O)(=[O:22])=[O:21], predict the reaction product. The product is: [CH3:18][C:17]1[CH:16]=[C:15]2[C:10](=[CH:9][C:8]=1[C:24]1[CH:25]=[CH:26][CH:27]=[CH:28][C:23]=1[S:20]([CH3:19])(=[O:22])=[O:21])[N:11]=[CH:12][CH:13]=[N:14]2. (2) Given the reactants Br[C:2]1[CH:7]=[C:6]([F:8])[C:5]([N+:9]([O-:11])=[O:10])=[CH:4][C:3]=1[F:12].[C:13]([Cu])#[N:14], predict the reaction product. The product is: [F:12][C:3]1[CH:4]=[C:5]([N+:9]([O-:11])=[O:10])[C:6]([F:8])=[CH:7][C:2]=1[C:13]#[N:14]. (3) Given the reactants [F:1][C:2]([F:15])([C:7]1[CH:14]=[CH:13][C:10]([CH2:11][NH2:12])=[CH:9][CH:8]=1)[C:3]([F:6])([F:5])[F:4].[F:16][C:17]([F:29])([F:28])[C:18]1[CH:19]=[C:20]([CH2:24][C:25](O)=[O:26])[CH:21]=[CH:22][CH:23]=1.CN1CCOCC1.CN(C(ON1N=NC2C=CC=CC1=2)=[N+](C)C)C.F[P-](F)(F)(F)(F)F, predict the reaction product. The product is: [F:1][C:2]([F:15])([C:7]1[CH:14]=[CH:13][C:10]([CH2:11][NH:12][C:25](=[O:26])[CH2:24][C:20]2[CH:21]=[CH:22][CH:23]=[C:18]([C:17]([F:28])([F:16])[F:29])[CH:19]=2)=[CH:9][CH:8]=1)[C:3]([F:5])([F:4])[F:6]. (4) Given the reactants Br[C:2]1[CH:11]=[N:10][C:9]2[C:8]([N:12]3[CH2:17][CH2:16][O:15][CH2:14][CH2:13]3)=[N:7][C:6]([Cl:18])=[N:5][C:4]=2[CH:3]=1.[C:19]([C:22]1[CH:27]=[CH:26][C:25](B(O)O)=[CH:24][CH:23]=1)([OH:21])=[O:20].C(=O)([O-])[O-].[Na+].[Na+].Cl, predict the reaction product. The product is: [Cl:18][C:6]1[N:7]=[C:8]([N:12]2[CH2:17][CH2:16][O:15][CH2:14][CH2:13]2)[C:9]2[N:10]=[CH:11][C:2]([C:25]3[CH:26]=[CH:27][C:22]([C:19]([OH:21])=[O:20])=[CH:23][CH:24]=3)=[CH:3][C:4]=2[N:5]=1. (5) Given the reactants [F:1][C:2]1[C:7]2[C:8]([C:18](=[O:21])[NH:19][CH3:20])=[C:9]([C:11]3[CH:16]=[CH:15][C:14]([F:17])=[CH:13][CH:12]=3)[O:10][C:6]=2[CH:5]=[C:4]([N+:22]([O-:24])=[O:23])[C:3]=1[C:25]1[CH:26]=[C:27]([CH:31]=[CH:32][CH:33]=1)[C:28]([OH:30])=O.Cl.[C:35]12([NH2:40])[CH2:39][CH:37]([CH2:38]1)[CH2:36]2.C(N(C(C)C)C(C)C)C.O, predict the reaction product. The product is: [C:35]12([NH:40][C:28]([C:27]3[CH:26]=[C:25]([C:3]4[C:4]([N+:22]([O-:24])=[O:23])=[CH:5][C:6]5[O:10][C:9]([C:11]6[CH:16]=[CH:15][C:14]([F:17])=[CH:13][CH:12]=6)=[C:8]([C:18]([NH:19][CH3:20])=[O:21])[C:7]=5[C:2]=4[F:1])[CH:33]=[CH:32][CH:31]=3)=[O:30])[CH2:39][CH:37]([CH2:38]1)[CH2:36]2. (6) Given the reactants [NH:1]1[CH2:4][CH:3]([NH:5][C:6]([NH:8][C:9]2[CH:14]=[CH:13][C:12]([O:15][C:16]3[CH:21]=[CH:20][N:19]=[C:18]4[CH:22]=[C:23]([C:25]5[CH:30]=[CH:29][C:28]([CH:31]=[O:32])=[CH:27][N:26]=5)[S:24][C:17]=34)=[C:11]([F:33])[CH:10]=2)=[O:7])[CH2:2]1.C(N(CC)CC)C.[CH3:41][C:42]([O:45][C:46](O[C:46]([O:45][C:42]([CH3:44])([CH3:43])[CH3:41])=[O:47])=[O:47])([CH3:44])[CH3:43], predict the reaction product. The product is: [F:33][C:11]1[CH:10]=[C:9]([NH:8][C:6](=[O:7])[NH:5][CH:3]2[CH2:2][N:1]([C:46]([O:45][C:42]([CH3:44])([CH3:43])[CH3:41])=[O:47])[CH2:4]2)[CH:14]=[CH:13][C:12]=1[O:15][C:16]1[CH:21]=[CH:20][N:19]=[C:18]2[CH:22]=[C:23]([C:25]3[CH:30]=[CH:29][C:28]([CH:31]=[O:32])=[CH:27][N:26]=3)[S:24][C:17]=12.